From a dataset of Peptide-MHC class II binding affinity with 134,281 pairs from IEDB. Regression. Given a peptide amino acid sequence and an MHC pseudo amino acid sequence, predict their binding affinity value. This is MHC class II binding data. (1) The MHC is DRB1_0101 with pseudo-sequence DRB1_0101. The peptide sequence is GKLYSILKIQSPLFT. The binding affinity (normalized) is 0.670. (2) The peptide sequence is VDEVNQIVTTNVRL. The MHC is DRB1_0301 with pseudo-sequence DRB1_0301. The binding affinity (normalized) is 0. (3) The peptide sequence is ETLMLVALLGAMTAG. The MHC is DRB1_0802 with pseudo-sequence DRB1_0802. The binding affinity (normalized) is 0.782. (4) The peptide sequence is CDASILIDPLSNQSA. The MHC is DRB3_0101 with pseudo-sequence DRB3_0101. The binding affinity (normalized) is 0.545. (5) The peptide sequence is LNKFISPKSVAGRFA. The MHC is DRB1_0401 with pseudo-sequence DRB1_0401. The binding affinity (normalized) is 0.568.